This data is from Catalyst prediction with 721,799 reactions and 888 catalyst types from USPTO. The task is: Predict which catalyst facilitates the given reaction. (1) Reactant: [Br:1][C:2]1[CH:7]=[CH:6][C:5]([CH:8]([C:19]2[CH:24]=[CH:23][C:22]([S:25]([CH3:28])(=[O:27])=[O:26])=[CH:21][CH:20]=2)[NH:9][C@H:10]([C:15]([O:17]C)=[O:16])[CH2:11][CH:12]([CH3:14])[CH3:13])=[CH:4][CH:3]=1.[Li+].[OH-]. Product: [Br:1][C:2]1[CH:7]=[CH:6][C:5]([CH:8]([C:19]2[CH:20]=[CH:21][C:22]([S:25]([CH3:28])(=[O:27])=[O:26])=[CH:23][CH:24]=2)[NH:9][C@H:10]([C:15]([OH:17])=[O:16])[CH2:11][CH:12]([CH3:14])[CH3:13])=[CH:4][CH:3]=1. The catalyst class is: 36. (2) Reactant: [CH3:1][S:2][CH2:3][C@@H:4]([C:6]([OH:8])=[O:7])[NH2:5].[OH:9]O. Product: [CH3:1][S:2]([CH2:3][CH:4]([NH2:5])[C:6]([OH:8])=[O:7])=[O:9]. The catalyst class is: 6.